This data is from Reaction yield outcomes from USPTO patents with 853,638 reactions. The task is: Predict the reaction yield, written as a fraction of the theoretical maximum amount of product (1.0 means a 100% yield; for example, 0.34 means a 34% yield). (1) The reactants are [CH2:1]([C:3]([C:7]1[CH:8]=[CH:9][C:10]2[S:14][C:13]([NH:15][C:16](=[O:18])[CH3:17])=[N:12][C:11]=2[CH:19]=1)(O)[CH2:4][CH3:5])[CH3:2].[NH:20]1[C:28]2[C:23](=[CH:24][CH:25]=[CH:26][C:27]=2[NH:29][S:30]([CH3:33])(=[O:32])=[O:31])[CH:22]=[CH:21]1.C(O)(C(F)(F)F)=O.C([O-])(O)=O.[Na+]. The catalyst is C(Cl)Cl. The product is [CH2:1]([C:3]([C:7]1[CH:8]=[CH:9][C:10]2[S:14][C:13]([NH:15][C:16](=[O:18])[CH3:17])=[N:12][C:11]=2[CH:19]=1)([C:22]1[C:23]2[C:28](=[C:27]([NH:29][S:30]([CH3:33])(=[O:31])=[O:32])[CH:26]=[CH:25][CH:24]=2)[NH:20][CH:21]=1)[CH2:4][CH3:5])[CH3:2]. The yield is 0.190. (2) The reactants are [CH3:1][C:2]1([CH3:18])[O:6][CH:5]([CH2:7][O:8][C:9]2[CH:17]=[CH:16][C:12]([C:13](Cl)=[O:14])=[CH:11][CH:10]=2)[CH2:4][O:3]1.[Cl:19][C:20]1[CH:21]=[C:22]([CH:27]=[CH:28][C:29]=1[O:30][CH:31]([CH3:33])[CH3:32])/[C:23](=[N:25]/O)/[NH2:24]. The catalyst is N1C=CC=CC=1. The product is [Cl:19][C:20]1[CH:21]=[C:22]([C:23]2[N:25]=[C:13]([C:12]3[CH:16]=[CH:17][C:9]([O:8][CH2:7][CH:5]4[CH2:4][O:3][C:2]([CH3:18])([CH3:1])[O:6]4)=[CH:10][CH:11]=3)[O:14][N:24]=2)[CH:27]=[CH:28][C:29]=1[O:30][CH:31]([CH3:33])[CH3:32]. The yield is 0.567. (3) The reactants are [CH3:1][N:2]1[C@@H:12]2[CH2:13][C:14]3[CH:19]=[CH:18][C:17]([OH:20])=[C:16]4[O:21][C@H:6]5[C:7]([CH:9]=[CH:10][C@:11]2([OH:22])[C@:5]5([C:15]=34)[CH2:4][CH2:3]1)=[O:8].[CH2:23]1[CH2:26][CH2:25][CH:24]1C=O.C(O)=O.C(N(CC)CC)C. The catalyst is CO.CC1C=CC(C(C)C)=CC=1.CC1C=CC(C(C)C)=CC=1.Cl[Ru]Cl.Cl[Ru]Cl. The product is [CH:23]1([CH2:1][N:2]2[CH2:3][CH2:4][C@@:5]34[C:15]5[C:14]6[CH2:13][C@@H:12]2[C@:11]3([OH:22])[CH2:10][CH2:9][C:7](=[O:8])[C@@H:6]4[O:21][C:16]=5[C:17]([OH:20])=[CH:18][CH:19]=6)[CH2:26][CH2:25][CH2:24]1. The yield is 0.940. (4) The reactants are [F:1][C:2]1[CH:3]=[C:4]([N:9]2[C:13]([CH3:15])([CH3:14])[C:12](=[O:16])[N:11]([C:17]3[CH:24]=[CH:23][C:20]([C:21]#[N:22])=[C:19]([C:25]([F:28])([F:27])[F:26])[CH:18]=3)[C:10]2=[S:29])[CH:5]=[CH:6][C:7]=1[OH:8].O[CH:31]1[CH2:36][CH2:35][N:34]([C:37]([O:39][C:40]([CH3:43])([CH3:42])[CH3:41])=[O:38])[CH2:33][CH2:32]1.N(C(N1CCCCC1)=O)=NC(N1CCCCC1)=O.C(P(CCCC)CCCC)CCC. The catalyst is CC1C=CC=CC=1. The product is [C:21]([C:20]1[CH:23]=[CH:24][C:17]([N:11]2[C:12](=[O:16])[C:13]([CH3:14])([CH3:15])[N:9]([C:4]3[CH:5]=[CH:6][C:7]([O:8][CH:31]4[CH2:36][CH2:35][N:34]([C:37]([O:39][C:40]([CH3:43])([CH3:42])[CH3:41])=[O:38])[CH2:33][CH2:32]4)=[C:2]([F:1])[CH:3]=3)[C:10]2=[S:29])=[CH:18][C:19]=1[C:25]([F:26])([F:27])[F:28])#[N:22]. The yield is 0.698. (5) The reactants are Br[CH2:2][C:3]1[C:13]([Cl:14])=[N:12][CH:11]=[CH:10][C:4]=1[C:5]([O:7]CC)=O.Cl.[Cl:16][C:17]1[CH:33]=[CH:32][C:20]([O:21][C:22]2[N:27]=[CH:26][C:25]([CH:28]([NH2:30])[CH3:29])=[CH:24][C:23]=2[CH3:31])=[CH:19][CH:18]=1. No catalyst specified. The product is [Cl:14][C:13]1[C:3]2[CH2:2][N:30]([CH:28]([C:25]3[CH:26]=[N:27][C:22]([O:21][C:20]4[CH:19]=[CH:18][C:17]([Cl:16])=[CH:33][CH:32]=4)=[C:23]([CH3:31])[CH:24]=3)[CH3:29])[C:5](=[O:7])[C:4]=2[CH:10]=[CH:11][N:12]=1. The yield is 0.830. (6) The reactants are [N:1]1[C:6]2[NH:7][CH:8]=[CH:9][C:5]=2[C:4]([C:10]2[CH:11]=[N:12][N:13]([C:15]3([CH2:24][C:25]#[N:26])[CH2:18][N:17]([S:19]([CH2:22][CH3:23])(=[O:21])=[O:20])[CH2:16]3)[CH:14]=2)=[N:3][CH:2]=1.[P:27](=[O:31])([OH:30])([OH:29])[OH:28]. The catalyst is C(#N)C.C(O)C. The product is [P:27](=[O:28])([OH:31])([OH:30])[OH:29].[N:1]1[C:6]2[NH:7][CH:8]=[CH:9][C:5]=2[C:4]([C:10]2[CH:11]=[N:12][N:13]([C:15]3([CH2:24][C:25]#[N:26])[CH2:16][N:17]([S:19]([CH2:22][CH3:23])(=[O:20])=[O:21])[CH2:18]3)[CH:14]=2)=[N:3][CH:2]=1. The yield is 0.930. (7) The reactants are [CH3:1][N:2]1[C:6]([S:7][CH3:8])=[CH:5][C:4]([CH:9]([CH2:14][CH:15]2[CH2:20][CH2:19][O:18][CH2:17][CH2:16]2)[C:10](=[O:13])[CH:11]=[CH2:12])=[N:3]1.[O:21]1[CH2:26][CH2:25][CH2:24][CH2:23][CH:22]1[O:27][CH2:28][C:29]1[S:33][C:32]([CH:34]=[O:35])=[N:31][CH:30]=1.C(N(CC)CC)C.O1CCCC1. The catalyst is [Cl-].C([N+]1C(C)=C(CCO)SC=1)C1C=CC=CC=1.C(O)C. The product is [CH3:1][N:2]1[C:6]([S:7][CH3:8])=[CH:5][C:4]([CH:9]([CH2:14][CH:15]2[CH2:20][CH2:19][O:18][CH2:17][CH2:16]2)[C:10](=[O:13])[CH2:11][CH2:12][C:34]([C:32]2[S:33][C:29]([CH2:28][O:27][CH:22]3[CH2:23][CH2:24][CH2:25][CH2:26][O:21]3)=[CH:30][N:31]=2)=[O:35])=[N:3]1. The yield is 0.600. (8) The reactants are P(Cl)(Cl)(Cl)=O.[CH2:6]([O:8][C:9]([C:11]1[NH:12][CH:13]=[C:14]([CH3:16])[CH:15]=1)=[O:10])[CH3:7].[OH-].[Na+].CN(C)[CH:21]=[O:22]. The product is [CH2:6]([O:8][C:9]([C:11]1[NH:12][C:13]([CH:21]=[O:22])=[C:14]([CH3:16])[CH:15]=1)=[O:10])[CH3:7]. The yield is 0.680. The catalyst is O. (9) The reactants are [Br:1][C:2]1[C:3](=[O:10])[NH:4][C:5](=O)[NH:6][C:7]=1[CH3:8].[Cl:11]C1NC(=O)C(C)=C(C)N=1. No catalyst specified. The product is [Br:1][C:2]1[C:3](=[O:10])[NH:4][C:5]([Cl:11])=[N:6][C:7]=1[CH3:8]. The yield is 0.630. (10) The reactants are [Cl:1][C:2]1[C:3]2[CH:10]=[CH:9][NH:8][C:4]=2[N:5]=[CH:6][N:7]=1.[Br:11]NC(=O)CCC(N)=O. The catalyst is C(Cl)(Cl)Cl. The product is [Br:11][C:10]1[C:3]2[C:2]([Cl:1])=[N:7][CH:6]=[N:5][C:4]=2[NH:8][CH:9]=1. The yield is 0.890.